This data is from Catalyst prediction with 721,799 reactions and 888 catalyst types from USPTO. The task is: Predict which catalyst facilitates the given reaction. (1) Reactant: [N:1]1[C:9]([NH2:10])=[C:8]2[C:4]([NH:5][CH:6]=[N:7]2)=[N:3][CH:2]=1.[H-].[Na+].Br[CH2:14][C:15]1[N:16]([C:27]2[CH:32]=[CH:31][CH:30]=[CH:29][C:28]=2[CH3:33])[C:17](=[O:26])[C:18]2[C:23]([CH:24]=1)=[CH:22][CH:21]=[CH:20][C:19]=2[CH3:25]. Product: [NH2:10][C:9]1[N:1]=[CH:2][N:3]=[C:4]2[C:8]=1[N:7]=[CH:6][N:5]2[CH2:14][C:15]1[N:16]([C:27]2[CH:32]=[CH:31][CH:30]=[CH:29][C:28]=2[CH3:33])[C:17](=[O:26])[C:18]2[C:23]([CH:24]=1)=[CH:22][CH:21]=[CH:20][C:19]=2[CH3:25].[CH3:25][C:19]1[CH:20]=[CH:21][CH:22]=[C:23]2[C:18]=1[C:17](=[O:26])[N:16]([C:27]1[CH:32]=[CH:31][CH:30]=[CH:29][C:28]=1[CH3:33])[CH:15]=[CH:24]2. The catalyst class is: 3. (2) Reactant: [S:1]([N:11]1[C:19]2[C:14](=[CH:15][CH:16]=[CH:17][CH:18]=2)[CH:13]=[CH:12]1)([C:4]1[CH:10]=[CH:9][C:7]([CH3:8])=[CH:6][CH:5]=1)(=[O:3])=[O:2].[Br:20]Br. Product: [Br:20][C:13]1[C:14]2[C:19](=[CH:18][CH:17]=[CH:16][CH:15]=2)[N:11]([S:1]([C:4]2[CH:5]=[CH:6][C:7]([CH3:8])=[CH:9][CH:10]=2)(=[O:2])=[O:3])[CH:12]=1. The catalyst class is: 2. (3) Reactant: [Cl:1][C:2]1[CH:7]=[C:6]([OH:8])[CH:5]=[CH:4][C:3]=1[C:9]1[CH:14]=[CH:13][CH:12]=[C:11]([CH2:15][O:16][C:17]2[CH:22]=[CH:21][C:20]([C:23]3([CH2:27][C:28]([O:30][CH2:31][CH3:32])=[O:29])[CH2:26][O:25][CH2:24]3)=[CH:19][CH:18]=2)[CH:10]=1.Br[CH2:34][C:35]1([CH2:39][OH:40])[CH2:38][O:37][CH2:36]1.C(=O)([O-])[O-].[Cs+].[Cs+]. Product: [Cl:1][C:2]1[CH:7]=[C:6]([O:8][CH2:34][C:35]2([CH2:39][OH:40])[CH2:38][O:37][CH2:36]2)[CH:5]=[CH:4][C:3]=1[C:9]1[CH:14]=[CH:13][CH:12]=[C:11]([CH2:15][O:16][C:17]2[CH:22]=[CH:21][C:20]([C:23]3([CH2:27][C:28]([O:30][CH2:31][CH3:32])=[O:29])[CH2:24][O:25][CH2:26]3)=[CH:19][CH:18]=2)[CH:10]=1. The catalyst class is: 3.